Dataset: Reaction yield outcomes from USPTO patents with 853,638 reactions. Task: Predict the reaction yield, written as a fraction of the theoretical maximum amount of product (1.0 means a 100% yield; for example, 0.34 means a 34% yield). (1) The reactants are [C:1]([OH:10])(=[O:9])[C@@H:2]([C@H:4]([C:6]([OH:8])=[O:7])[OH:5])[OH:3].[Cl:11][C:12]1[CH:30]=[C:29]([Cl:31])[CH:28]=[CH:27][C:13]=1[CH2:14][N:15]([CH2:22][C:23]1([F:26])[CH2:25][CH2:24]1)[CH:16]1[CH2:21][CH2:20][NH:19][CH2:18][CH2:17]1. The catalyst is CO. The product is [C:6]([CH:4]([CH:2]([C:1]([OH:10])=[O:9])[OH:3])[OH:5])([OH:8])=[O:7].[Cl:11][C:12]1[CH:30]=[C:29]([Cl:31])[CH:28]=[CH:27][C:13]=1[CH2:14][N:15]([CH2:22][C:23]1([F:26])[CH2:24][CH2:25]1)[CH:16]1[CH2:17][CH2:18][NH:19][CH2:20][CH2:21]1. The yield is 0.970. (2) The reactants are [CH3:1][O:2][C:3]1[CH:68]=[CH:67][C:6]([C:7]([NH:20][C:21]2[N:29]=[CH:28][N:27]=[C:26]3[C:22]=2[N:23]=[CH:24][N:25]3[C@H:30]2[O:43][C@@H:42]([CH2:44][O:45][C:46]([C:61]3[CH:66]=[CH:65][CH:64]=[CH:63][CH:62]=3)([C:55]3[CH:60]=[CH:59][CH:58]=[CH:57][CH:56]=3)[C:47]3[CH:52]=[CH:51][C:50]([O:53][CH3:54])=[CH:49][CH:48]=3)[C@H:32]([O:33]C(=O)C3C=CC=CC=3)[CH2:31]2)([C:14]2[CH:19]=[CH:18][CH:17]=[CH:16][CH:15]=2)[C:8]2[CH:13]=[CH:12][CH:11]=[CH:10][CH:9]=2)=[CH:5][CH:4]=1. The catalyst is N. The product is [CH3:1][O:2][C:3]1[CH:4]=[CH:5][C:6]([C:7]([NH:20][C:21]2[N:29]=[CH:28][N:27]=[C:26]3[C:22]=2[N:23]=[CH:24][N:25]3[C@H:30]2[O:43][C@@H:42]([CH2:44][O:45][C:46]([C:61]3[CH:62]=[CH:63][CH:64]=[CH:65][CH:66]=3)([C:55]3[CH:56]=[CH:57][CH:58]=[CH:59][CH:60]=3)[C:47]3[CH:48]=[CH:49][C:50]([O:53][CH3:54])=[CH:51][CH:52]=3)[C@H:32]([OH:33])[CH2:31]2)([C:8]2[CH:9]=[CH:10][CH:11]=[CH:12][CH:13]=2)[C:14]2[CH:15]=[CH:16][CH:17]=[CH:18][CH:19]=2)=[CH:67][CH:68]=1. The yield is 0.760. (3) The reactants are [C:1]([O:5][C:6](=[O:9])[NH:7][NH2:8])([CH3:4])([CH3:3])[CH3:2].C(=O)([O-])[O-].[K+].[K+].[CH2:16]([C:18]1[C:26]([O:27][CH3:28])=[CH:25][CH:24]=[CH:23][C:19]=1[C:20](Cl)=[O:21])[CH3:17]. The catalyst is C(Cl)Cl.O. The product is [C:1]([O:5][C:6]([NH:7][NH:8][C:20](=[O:21])[C:19]1[CH:23]=[CH:24][CH:25]=[C:26]([O:27][CH3:28])[C:18]=1[CH2:16][CH3:17])=[O:9])([CH3:4])([CH3:3])[CH3:2]. The yield is 0.940. (4) The reactants are [C:1]([C:3]1[C:4]([C:23]2[CH:28]=[CH:27][C:26]([N:29]3[CH2:34][CH2:33][N:32]([C:35]([O:37][C:38]([CH3:41])([CH3:40])[CH3:39])=[O:36])[CH2:31][CH2:30]3)=[CH:25][CH:24]=2)=[C:5]2[C:21]([CH3:22])=[N:20][NH:19][C:6]2=[N:7][C:8]=1[C:9]1[CH:14]=[CH:13][C:12]([N+:15]([O-])=O)=[CH:11][C:10]=1[F:18])#[N:2]. The catalyst is C(O)C.[Pd]. The product is [NH2:15][C:12]1[CH:13]=[CH:14][C:9]([C:8]2[N:7]=[C:6]3[NH:19][N:20]=[C:21]([CH3:22])[C:5]3=[C:4]([C:23]3[CH:24]=[CH:25][C:26]([N:29]4[CH2:34][CH2:33][N:32]([C:35]([O:37][C:38]([CH3:40])([CH3:41])[CH3:39])=[O:36])[CH2:31][CH2:30]4)=[CH:27][CH:28]=3)[C:3]=2[C:1]#[N:2])=[C:10]([F:18])[CH:11]=1. The yield is 0.140. (5) The reactants are [S:1]1[C:5]2[CH:6]=[CH:7][CH:8]=[CH:9][C:4]=2[N:3]=[C:2]1[CH2:10][O:11][N:12]1[C:21]2[C:16](=[CH:17][CH:18]=[CH:19][CH:20]=2)[C:15]([OH:22])=[C:14]([C:23](OCC)=[O:24])[C:13]1=[O:28].[NH2:29][CH2:30][C:31]([O:33][C:34]([CH3:37])([CH3:36])[CH3:35])=[O:32].CCN(C(C)C)C(C)C. The catalyst is O1CCOCC1. The product is [S:1]1[C:5]2[CH:6]=[CH:7][CH:8]=[CH:9][C:4]=2[N:3]=[C:2]1[CH2:10][O:11][N:12]1[C:21]2[C:16](=[CH:17][CH:18]=[CH:19][CH:20]=2)[C:15]([OH:22])=[C:14]([C:23]([NH:29][CH2:30][C:31]([O:33][C:34]([CH3:37])([CH3:36])[CH3:35])=[O:32])=[O:24])[C:13]1=[O:28]. The yield is 0.430. (6) The reactants are [Cl:1][C:2]1[CH:30]=[N:29][C:5]2[N:6]([S:20]([C:23]3[CH:28]=[CH:27][CH:26]=[CH:25][CH:24]=3)(=[O:22])=[O:21])[C:7]3[C:12]([C:4]=2[CH:3]=1)=[CH:11][C:10]([C:13]1[CH:18]=[CH:17][C:16]([OH:19])=[CH:15][CH:14]=1)=[CH:9][CH:8]=3.C1(P(C2C=CC=CC=2)C2C=CC=CC=2)C=CC=CC=1.[CH2:50]([N:52]([CH2:57][CH3:58])[CH2:53][CH2:54][CH2:55]O)[CH3:51].C(OC([N+](C(OC(C)C)=O)=[N-])=O)(C)C. The catalyst is C1COCC1. The product is [Cl:1][C:2]1[CH:30]=[N:29][C:5]2[N:6]([S:20]([C:23]3[CH:28]=[CH:27][CH:26]=[CH:25][CH:24]=3)(=[O:22])=[O:21])[C:7]3[C:12]([C:4]=2[CH:3]=1)=[CH:11][C:10]([C:13]1[CH:18]=[CH:17][C:16]([O:19][CH2:55][CH2:54][CH2:53][N:52]([CH2:57][CH3:58])[CH2:50][CH3:51])=[CH:15][CH:14]=1)=[CH:9][CH:8]=3. The yield is 0.510. (7) The catalyst is C1(C)C=CC=CC=1. The reactants are [NH2:1][C:2]1[CH:7]=[CH:6][C:5]([C:8](=[O:10])[CH3:9])=[CH:4][CH:3]=1.[CH2:11](O)[CH2:12][OH:13].CC1C=CC(S(O)(=O)=O)=CC=1.O. The yield is 0.350. The product is [CH3:9][C:8]1([C:5]2[CH:6]=[CH:7][C:2]([NH2:1])=[CH:3][CH:4]=2)[O:13][CH2:12][CH2:11][O:10]1. (8) The yield is 0.590. The catalyst is CN(C=O)C. The reactants are Cl.[CH2:2]([O:9][C:10]1[CH:15]=[CH:14][C:13]([NH:16][C:17]2[C:26]3[C:21](=[CH:22][C:23]([F:28])=[C:24](I)[CH:25]=3)[N:20]=[CH:19][N:18]=2)=[CH:12][CH:11]=1)[C:3]1[CH:8]=[CH:7][CH:6]=[CH:5][CH:4]=1.[O:29]1[CH2:33][CH2:32][O:31][CH:30]1[C:34]1[O:38][C:37]([Sn](CCCC)(CCCC)CCCC)=[CH:36][CH:35]=1.C(N(C(C)C)CC)(C)C. The product is [CH2:2]([O:9][C:10]1[CH:15]=[CH:14][C:13]([NH:16][C:17]2[C:26]3[C:21](=[CH:22][C:23]([F:28])=[C:24]([C:37]4[O:38][C:34]([CH:30]5[O:31][CH2:32][CH2:33][O:29]5)=[CH:35][CH:36]=4)[CH:25]=3)[N:20]=[CH:19][N:18]=2)=[CH:12][CH:11]=1)[C:3]1[CH:8]=[CH:7][CH:6]=[CH:5][CH:4]=1.